This data is from NCI-60 drug combinations with 297,098 pairs across 59 cell lines. The task is: Regression. Given two drug SMILES strings and cell line genomic features, predict the synergy score measuring deviation from expected non-interaction effect. (1) Drug 1: CN(C)C1=NC(=NC(=N1)N(C)C)N(C)C. Drug 2: C1=CC(=CC=C1CCCC(=O)O)N(CCCl)CCCl. Cell line: SW-620. Synergy scores: CSS=9.85, Synergy_ZIP=-4.61, Synergy_Bliss=-4.74, Synergy_Loewe=-21.9, Synergy_HSA=-7.23. (2) Synergy scores: CSS=0.961, Synergy_ZIP=-1.03, Synergy_Bliss=2.10, Synergy_Loewe=-4.09, Synergy_HSA=-1.45. Drug 1: C1=NC2=C(N=C(N=C2N1C3C(C(C(O3)CO)O)O)F)N. Drug 2: CC1=C(C=C(C=C1)C(=O)NC2=CC(=CC(=C2)C(F)(F)F)N3C=C(N=C3)C)NC4=NC=CC(=N4)C5=CN=CC=C5. Cell line: HOP-92. (3) Synergy scores: CSS=-0.608, Synergy_ZIP=3.93, Synergy_Bliss=5.37, Synergy_Loewe=-2.17, Synergy_HSA=-2.20. Cell line: HCT116. Drug 2: C1CNP(=O)(OC1)N(CCCl)CCCl. Drug 1: C(=O)(N)NO.